This data is from Forward reaction prediction with 1.9M reactions from USPTO patents (1976-2016). The task is: Predict the product of the given reaction. (1) Given the reactants Br[C:2]1[C:3]([F:17])=[C:4]([CH:14]=[CH:15][CH:16]=1)[O:5][CH2:6][C:7]12[O:13][CH:10]([CH2:11][CH2:12]1)[CH2:9][CH2:8]2.[B:18]1([B:18]2[O:22][C:21]([CH3:24])([CH3:23])[C:20]([CH3:26])([CH3:25])[O:19]2)[O:22][C:21]([CH3:24])([CH3:23])[C:20]([CH3:26])([CH3:25])[O:19]1.C([O-])(=O)C.[K+], predict the reaction product. The product is: [F:17][C:3]1[C:2]([B:18]2[O:22][C:21]([CH3:24])([CH3:23])[C:20]([CH3:26])([CH3:25])[O:19]2)=[CH:16][CH:15]=[CH:14][C:4]=1[O:5][CH2:6][C:7]12[O:13][CH:10]([CH2:11][CH2:12]1)[CH2:9][CH2:8]2. (2) Given the reactants [F:1][CH:2]([F:14])[O:3][C:4]1[CH:9]=[C:8]([N+:10]([O-:12])=[O:11])[CH:7]=[CH:6][C:5]=1F.[O:15]1[CH2:18][CH:17]([N:19]2[CH2:24][CH2:23][NH:22][CH2:21][CH2:20]2)[CH2:16]1.C(=O)([O-])[O-].[K+].[K+], predict the reaction product. The product is: [F:1][CH:2]([F:14])[O:3][C:4]1[CH:9]=[C:8]([N+:10]([O-:12])=[O:11])[CH:7]=[CH:6][C:5]=1[N:22]1[CH2:23][CH2:24][N:19]([CH:17]2[CH2:18][O:15][CH2:16]2)[CH2:20][CH2:21]1. (3) Given the reactants [Cl:1][C:2]1[N:7]=[C:6]([NH2:8])[CH:5]=[N:4][CH:3]=1.C(=O)(O)[O-].[Na+].[Br:14][CH2:15][C:16](Br)=[O:17], predict the reaction product. The product is: [Br:14][CH2:15][C:16]([NH:8][C:6]1[CH:5]=[N:4][CH:3]=[C:2]([Cl:1])[N:7]=1)=[O:17]. (4) Given the reactants [N:1]([C:4]1([CH:20]([CH3:23])[CH2:21][OH:22])[C:17]2[CH:16]=[C:15]([Cl:18])[N:14]=[CH:13][C:12]=2[O:11][C:10]2[C:5]1=[CH:6][C:7]([Br:19])=[CH:8][CH:9]=2)=[N+]=[N-].[H-].[H-].[H-].[H-].[Li+].[Al+3].[O-]S([O-])(=O)=O.[Na+].[Na+], predict the reaction product. The product is: [NH2:1][C:4]1([CH:20]([CH3:23])[CH2:21][OH:22])[C:17]2[CH:16]=[C:15]([Cl:18])[N:14]=[CH:13][C:12]=2[O:11][C:10]2[C:5]1=[CH:6][C:7]([Br:19])=[CH:8][CH:9]=2. (5) Given the reactants [F:1][C:2]1[CH:23]=[C:22]([N+:24]([O-])=O)[CH:21]=[CH:20][C:3]=1[O:4][C:5]1[CH:6]=[CH:7][C:8]2[N:9]([CH:11]=[C:12]([NH:14][C:15]([CH:17]3[CH2:19][CH2:18]3)=[O:16])[N:13]=2)[CH:10]=1.CO.NN, predict the reaction product. The product is: [NH2:24][C:22]1[CH:21]=[CH:20][C:3]([O:4][C:5]2[CH:6]=[CH:7][C:8]3[N:9]([CH:11]=[C:12]([NH:14][C:15]([CH:17]4[CH2:19][CH2:18]4)=[O:16])[N:13]=3)[CH:10]=2)=[C:2]([F:1])[CH:23]=1. (6) Given the reactants FC(F)(F)C(O)=O.[CH3:8][N:9]1[CH2:14][CH2:13][N:12]([CH2:15][CH2:16][N:17]([C:22]2[CH:23]=[C:24]3[C:28](=[CH:29][CH:30]=2)[C:27](=[O:31])[N:26]([CH2:32][C:33]([OH:35])=[O:34])[C:25]3=[O:36])[S:18]([CH3:21])(=[O:20])=[O:19])[CH2:11][CH2:10]1.[Cl:37][C:38]1[CH:39]=[N+:40]([O-:63])[CH:41]=[C:42]([Cl:62])[C:43]=1[CH2:44][C@@H:45]([C:47]1[CH:52]=[CH:51][C:50]([O:53][CH:54]([F:56])[F:55])=[C:49]([O:57][CH2:58][CH:59]2[CH2:61][CH2:60]2)[CH:48]=1)O.C(Cl)CCl, predict the reaction product. The product is: [Cl:37][C:38]1[CH:39]=[N+:40]([O-:63])[CH:41]=[C:42]([Cl:62])[C:43]=1[CH2:44][C@@H:45]([C:47]1[CH:52]=[CH:51][C:50]([O:53][CH:54]([F:56])[F:55])=[C:49]([O:57][CH2:58][CH:59]2[CH2:61][CH2:60]2)[CH:48]=1)[O:34][C:33](=[O:35])[CH2:32][N:26]1[C:25](=[O:36])[C:24]2[C:28](=[CH:29][CH:30]=[C:22]([N:17]([CH2:16][CH2:15][N:12]3[CH2:11][CH2:10][N:9]([CH3:8])[CH2:14][CH2:13]3)[S:18]([CH3:21])(=[O:20])=[O:19])[CH:23]=2)[C:27]1=[O:31]. (7) The product is: [F:1][C:2]([F:7])([F:6])[CH:3]([OH:4])[CH2:5][NH:17][CH2:16][C:13]1[CH:14]=[CH:15][C:10]([O:9][CH3:8])=[CH:11][CH:12]=1. Given the reactants [F:1][C:2]([F:7])([F:6])[CH:3]1[CH2:5][O:4]1.[CH3:8][O:9][C:10]1[CH:15]=[CH:14][C:13]([CH2:16][NH2:17])=[CH:12][CH:11]=1, predict the reaction product. (8) Given the reactants [CH3:1][O:2][C:3]1[CH:4]=[CH:5][C:6]2[NH:12][C:11](=[O:13])[N:10]([CH:14]3[CH2:19][CH2:18][NH:17][CH2:16][CH2:15]3)[CH2:9][CH2:8][C:7]=2[CH:20]=1.Cl[C:22]1[N:27]=[CH:26][N:25]=[C:24]([C:28]([N:30]2[C:38]3[C:33](=[CH:34][CH:35]=[CH:36][CH:37]=3)[CH2:32][CH:31]2[CH2:39][CH3:40])=[O:29])[CH:23]=1.CCN(C(C)C)C(C)C, predict the reaction product. The product is: [CH2:39]([CH:31]1[CH2:32][C:33]2[C:38](=[CH:37][CH:36]=[CH:35][CH:34]=2)[N:30]1[C:28]([C:24]1[N:25]=[CH:26][N:27]=[C:22]([N:17]2[CH2:18][CH2:19][CH:14]([N:10]3[CH2:9][CH2:8][C:7]4[CH:20]=[C:3]([O:2][CH3:1])[CH:4]=[CH:5][C:6]=4[NH:12][C:11]3=[O:13])[CH2:15][CH2:16]2)[CH:23]=1)=[O:29])[CH3:40]. (9) Given the reactants [Cl:1][C:2]1[CH:7]=[CH:6][C:5]([NH:8][C:9]([N:11]2[CH2:16][CH2:15][CH:14]([OH:17])[CH2:13][CH2:12]2)=[O:10])=[CH:4][CH:3]=1.[CH:18]1[CH:23]=[CH:22][C:21](P([C:18]2[CH:23]=[CH:22][CH:21]=[CH:20][CH:19]=2)[C:18]2[CH:23]=[CH:22][CH:21]=[CH:20][CH:19]=2)=[CH:20][CH:19]=1.N(C(OCC)=O)=NC(OCC)=O.C1(O)C=CC=CC=1, predict the reaction product. The product is: [Cl:1][C:2]1[CH:7]=[CH:6][C:5]([NH:8][C:9]([N:11]2[CH2:12][CH2:13][CH:14]([O:17][C:18]3[CH:23]=[CH:22][CH:21]=[CH:20][CH:19]=3)[CH2:15][CH2:16]2)=[O:10])=[CH:4][CH:3]=1. (10) The product is: [ClH:1].[CH:21]([O:20][C:17]1([CH3:19])[CH2:18][NH:15][CH2:16]1)([CH3:23])[CH3:22]. Given the reactants [ClH:1].C([N:15]1[CH2:18][C:17]([O:20][CH:21]([CH3:23])[CH3:22])([CH3:19])[CH2:16]1)(C1C=CC=CC=1)C1C=CC=CC=1, predict the reaction product.